From a dataset of Catalyst prediction with 721,799 reactions and 888 catalyst types from USPTO. Predict which catalyst facilitates the given reaction. (1) Reactant: [OH:1][C:2]1[C:3]([CH:11]2[C:19]3[C:14](=[C:15]([C:20]([F:23])([F:22])[F:21])[CH:16]=[CH:17][CH:18]=3)[NH:13][C:12]2=[O:24])=[CH:4][C:5]2[O:9][CH2:8][O:7][C:6]=2[CH:10]=1.[CH2:25]=[O:26].[OH-].[Na+]. Product: [OH:1][C:2]1[C:3]([C:11]2([CH2:25][OH:26])[C:19]3[C:14](=[C:15]([C:20]([F:23])([F:22])[F:21])[CH:16]=[CH:17][CH:18]=3)[NH:13][C:12]2=[O:24])=[CH:4][C:5]2[O:9][CH2:8][O:7][C:6]=2[CH:10]=1. The catalyst class is: 30. (2) Reactant: Br[C:2]1[S:3][C:4]([C:7]([CH3:13])([CH3:12])[CH2:8][CH2:9][CH2:10][CH3:11])=[CH:5][CH:6]=1.C([Li])CCC.CCCCCC.CN(C)[CH:27]=[O:28].[Cl-].[NH4+]. Product: [CH3:12][C:7]([C:4]1[S:3][C:2]([CH:27]=[O:28])=[CH:6][CH:5]=1)([CH3:13])[CH2:8][CH2:9][CH2:10][CH3:11]. The catalyst class is: 132. (3) Reactant: [Cl:1][C:2]1[CH:10]=[CH:9][C:8]([C:11]2[N:12]([C:22]([O:24][C:25]([CH3:28])([CH3:27])[CH3:26])=[O:23])[C:13]3[C:18]([CH:19]=2)=[CH:17][C:16]([CH:20]=O)=[CH:15][CH:14]=3)=[C:7]2[C:3]=1[CH2:4][NH:5][C:6]2=[O:29].[NH:30]1[CH2:35][CH2:34][S:33][CH2:32][CH2:31]1.C(O[BH-](OC(=O)C)OC(=O)C)(=O)C.[Na+]. Product: [Cl:1][C:2]1[CH:10]=[CH:9][C:8]([C:11]2[N:12]([C:22]([O:24][C:25]([CH3:26])([CH3:28])[CH3:27])=[O:23])[C:13]3[C:18]([CH:19]=2)=[CH:17][C:16]([CH2:20][N:30]2[CH2:35][CH2:34][S:33][CH2:32][CH2:31]2)=[CH:15][CH:14]=3)=[C:7]2[C:3]=1[CH2:4][NH:5][C:6]2=[O:29]. The catalyst class is: 4. (4) Reactant: [CH2:1]([O:8][N:9]1[C:14]2[N:15]=[CH:16][N:17]=[CH:18][C:13]=2[C:12](OS(C(F)(F)F)(=O)=O)=[C:11]([C:27]([O:29][CH2:30][CH3:31])=[O:28])[C:10]1=[O:32])[C:2]1[CH:7]=[CH:6][CH:5]=[CH:4][CH:3]=1.[CH2:33]([NH2:40])[C:34]1[CH:39]=[CH:38][CH:37]=[CH:36][CH:35]=1. Product: [CH2:33]([NH:40][C:12]1[C:13]2[CH:18]=[N:17][CH:16]=[N:15][C:14]=2[N:9]([O:8][CH2:1][C:2]2[CH:7]=[CH:6][CH:5]=[CH:4][CH:3]=2)[C:10](=[O:32])[C:11]=1[C:27]([O:29][CH2:30][CH3:31])=[O:28])[C:34]1[CH:39]=[CH:38][CH:37]=[CH:36][CH:35]=1. The catalyst class is: 12. (5) Reactant: Br[C:2]1[C:3](=[O:17])[N:4]([CH2:12][CH:13]2[CH2:16][CH2:15][CH2:14]2)[C:5]2[CH2:6][CH2:7][CH2:8][CH2:9][C:10]=2[CH:11]=1.[Li]CCCC.[B:23](OCCCC)([O:29]CCCC)[O:24]CCCC.Cl.O. Product: [CH:13]1([CH2:12][N:4]2[C:5]3[CH2:6][CH2:7][CH2:8][CH2:9][C:10]=3[CH:11]=[C:2]([B:23]([OH:29])[OH:24])[C:3]2=[O:17])[CH2:16][CH2:15][CH2:14]1. The catalyst class is: 1. (6) Reactant: [CH3:1][C:2]1[CH:3]=[C:4]([CH:23]=[CH:24][CH:25]=1)[CH:5]=[N:6][NH:7][C:8]1[CH:13]=[C:12]([N:14]2[CH2:19][CH2:18][O:17][CH2:16][CH2:15]2)[N:11]=[C:10]([CH2:20][CH2:21][OH:22])[N:9]=1.C(N(C(C)C)CC)(C)C.[CH3:35][S:36](Cl)(=[O:38])=[O:37]. Product: [CH3:1][C:2]1[CH:3]=[C:4]([CH:23]=[CH:24][CH:25]=1)[CH:5]=[N:6][NH:7][C:8]1[CH:13]=[C:12]([N:14]2[CH2:19][CH2:18][O:17][CH2:16][CH2:15]2)[N:11]=[C:10]([CH2:20][CH2:21][O:22][S:36]([CH3:35])(=[O:38])=[O:37])[N:9]=1. The catalyst class is: 2. (7) Reactant: Br[C:2]1[C:7]([O:8][CH3:9])=[CH:6][C:5]([C:10]([CH3:18])([CH3:17])[CH2:11][CH2:12][CH2:13][CH2:14][CH2:15][CH3:16])=[CH:4][C:3]=1[O:19][CH3:20].[Li]CCCC.[B:26](OC)([O:29]C)[O:27]C.Cl. Product: [CH3:20][O:19][C:3]1[CH:4]=[C:5]([C:10]([CH3:18])([CH2:11][CH2:12][CH2:13][CH2:14][CH2:15][CH3:16])[CH3:17])[CH:6]=[C:7]([O:8][CH3:9])[C:2]=1[B:26]([OH:29])[OH:27]. The catalyst class is: 1. (8) Reactant: [O:1]=[C:2]1[CH:11]=[CH:10][C:9]2[C:4](=[N:5][CH:6]=[CH:7][CH:8]=2)[N:3]1[CH2:12][CH:13]=O.[O:15]1[C:20]2[CH:21]=[CH:22][C:23]([CH2:25][N:26]([CH:34]3[CH2:39][CH2:38][NH:37][CH2:36][CH2:35]3)[C:27](=[O:33])[O:28][C:29]([CH3:32])([CH3:31])[CH3:30])=[CH:24][C:19]=2[O:18][CH2:17][CH2:16]1.C(O)(=O)C.C(O[BH-](OC(=O)C)OC(=O)C)(=O)C.[Na+]. Product: [O:15]1[C:20]2[CH:21]=[CH:22][C:23]([CH2:25][N:26]([CH:34]3[CH2:39][CH2:38][N:37]([CH2:13][CH2:12][N:3]4[C:4]5[C:9](=[CH:8][CH:7]=[CH:6][N:5]=5)[CH:10]=[CH:11][C:2]4=[O:1])[CH2:36][CH2:35]3)[C:27](=[O:33])[O:28][C:29]([CH3:32])([CH3:30])[CH3:31])=[CH:24][C:19]=2[O:18][CH2:17][CH2:16]1. The catalyst class is: 46. (9) Reactant: C([O:14][C:15]1[C:16]2[C:44](=[O:45])[N:43]([CH2:46][C:47]3[CH:52]=[CH:51][C:50]([F:53])=[CH:49][CH:48]=3)[CH2:42][C:17]=2[C:18]([O:25][S:26]([CH2:29][CH2:30][N:31]2[C:39](=[O:40])[C:38]3[C:33](=[CH:34][CH:35]=[CH:36][CH:37]=3)[C:32]2=[O:41])(=[O:28])=[O:27])=[C:19]2[C:24]=1[N:23]=[CH:22][CH:21]=[CH:20]2)(C1C=CC=CC=1)C1C=CC=CC=1.[F:54][C:55]([F:60])([F:59])[C:56]([OH:58])=[O:57].C([SiH](CC)CC)C. Product: [F:53][C:50]1[CH:49]=[CH:48][C:47]([CH2:46][N:43]2[C:44](=[O:45])[C:16]3[C:15]([OH:14])=[C:24]4[C:19]([CH:20]=[CH:21][CH:22]=[N:23]4)=[C:18]([O:25][S:26]([CH2:29][CH2:30][N:31]4[C:39](=[O:40])[C:38]5[C:33](=[CH:34][CH:35]=[CH:36][CH:37]=5)[C:32]4=[O:41])(=[O:28])=[O:27])[C:17]=3[CH2:42]2)=[CH:52][CH:51]=1.[C:56]([OH:58])([C:55]([F:60])([F:59])[F:54])=[O:57]. The catalyst class is: 4. (10) Reactant: [CH2:1]([C:3]1[C:4]([OH:26])=[C:5]([C:23]([OH:25])=[O:24])[C:6](=[O:22])[NH:7][C:8]=1[C:9]1[CH:14]=[CH:13][C:12]([CH:15]2[CH2:20][CH2:19][N:18]([CH3:21])[CH2:17][CH2:16]2)=[CH:11][CH:10]=1)[CH3:2].C=O.[C:29](O[BH-](OC(=O)C)OC(=O)C)(=O)C.[Na+]. Product: [CH2:1]([C:3]1[C:4]([OH:26])=[C:5]([C:23]([O:25][CH3:29])=[O:24])[C:6](=[O:22])[NH:7][C:8]=1[C:9]1[CH:10]=[CH:11][C:12]([CH:15]2[CH2:20][CH2:19][N:18]([CH3:21])[CH2:17][CH2:16]2)=[CH:13][CH:14]=1)[CH3:2]. The catalyst class is: 98.